Dataset: Reaction yield outcomes from USPTO patents with 853,638 reactions. Task: Predict the reaction yield, written as a fraction of the theoretical maximum amount of product (1.0 means a 100% yield; for example, 0.34 means a 34% yield). (1) The reactants are Br[C:2]1[CH:3]=[C:4]([C:11]([O:13][CH3:14])=[O:12])[S:5][C:6]=1[C:7]([F:10])([F:9])[F:8].[CH3:15][N:16]1[C:20](B2OC(C)(C)C(C)(C)O2)=[CH:19][CH:18]=[N:17]1.C([O-])([O-])=O.[K+].[K+]. The catalyst is O1CCOCC1.O.C1C=CC([P]([Pd]([P](C2C=CC=CC=2)(C2C=CC=CC=2)C2C=CC=CC=2)([P](C2C=CC=CC=2)(C2C=CC=CC=2)C2C=CC=CC=2)[P](C2C=CC=CC=2)(C2C=CC=CC=2)C2C=CC=CC=2)(C2C=CC=CC=2)C2C=CC=CC=2)=CC=1. The product is [CH3:15][N:16]1[C:20]([C:2]2[CH:3]=[C:4]([C:11]([O:13][CH3:14])=[O:12])[S:5][C:6]=2[C:7]([F:10])([F:9])[F:8])=[CH:19][CH:18]=[N:17]1. The yield is 0.700. (2) The reactants are [C:1]([C:5]1[O:9][N:8]=[C:7]([NH:10][C:11]([NH:13][C:14]2[CH:19]=[CH:18][CH:17]=[C:16]([O:20][C:21]3[C:30]4[C:25](=[CH:26][C:27]([O:35][CH3:36])=[C:28]([O:31][CH2:32][CH2:33]Cl)[CH:29]=4)[N:24]=[CH:23][N:22]=3)[CH:15]=2)=[O:12])[CH:6]=1)([CH3:4])([CH3:3])[CH3:2].[OH:37][CH2:38][CH2:39][N:40]1[CH2:45][CH2:44][NH:43][CH2:42][CH2:41]1. No catalyst specified. The product is [C:1]([C:5]1[O:9][N:8]=[C:7]([NH:10][C:11]([NH:13][C:14]2[CH:19]=[CH:18][CH:17]=[C:16]([O:20][C:21]3[C:30]4[C:25](=[CH:26][C:27]([O:35][CH3:36])=[C:28]([O:31][CH2:32][CH2:33][N:43]5[CH2:44][CH2:45][N:40]([CH2:39][CH2:38][OH:37])[CH2:41][CH2:42]5)[CH:29]=4)[N:24]=[CH:23][N:22]=3)[CH:15]=2)=[O:12])[CH:6]=1)([CH3:4])([CH3:3])[CH3:2]. The yield is 0.120. (3) The reactants are O[C:2]1[N:7]=[C:6]([C:8]2[S:9][CH:10]=[C:11]([C:13]([F:16])([F:15])[F:14])[N:12]=2)[NH:5][C:4]([O:18][CH3:19])(O)[CH:3]=1.C(N(CC)C1C=CC=CC=1)C.O=P(Cl)(Cl)[Cl:33]. No catalyst specified. The product is [Cl:33][C:2]1[CH:3]=[C:4]([O:18][CH3:19])[N:5]=[C:6]([C:8]2[S:9][CH:10]=[C:11]([C:13]([F:16])([F:15])[F:14])[N:12]=2)[N:7]=1. The yield is 0.450.